Predict the product of the given reaction. From a dataset of Forward reaction prediction with 1.9M reactions from USPTO patents (1976-2016). (1) Given the reactants [N:1]([CH2:4][CH2:5][CH2:6][CH2:7][CH2:8][C:9]([CH3:24])([C:18]1[CH:23]=[CH:22][CH:21]=[CH:20][CH:19]=1)[CH2:10][O:11]C1CCCCO1)=[C:2]=[O:3].[NH2:25][CH2:26][CH2:27][CH2:28][CH2:29][CH2:30][C:31]([CH3:40])([C:34]1[CH:39]=[CH:38][CH:37]=[CH:36][CH:35]=1)[CH2:32][OH:33], predict the reaction product. The product is: [OH:33][CH2:32][C:31]([CH3:40])([C:34]1[CH:35]=[CH:36][CH:37]=[CH:38][CH:39]=1)[CH2:30][CH2:29][CH2:28][CH2:27][CH2:26][NH:25][C:2]([NH:1][CH2:4][CH2:5][CH2:6][CH2:7][CH2:8][C:9]([C:18]1[CH:19]=[CH:20][CH:21]=[CH:22][CH:23]=1)([CH3:24])[CH2:10][OH:11])=[O:3]. (2) Given the reactants [CH3:1][C:2]1[CH:7]=[CH:6][N:5]=[C:4]([CH2:8][CH2:9][CH2:10][CH2:11][CH3:12])[CH:3]=1.Cl[C:14]1C=C(CC)C=CN=1, predict the reaction product. The product is: [CH2:1]([C:2]1[CH:7]=[CH:6][N:5]=[C:4]([CH2:8][CH2:9][CH2:10][CH2:11][CH3:12])[CH:3]=1)[CH3:14]. (3) Given the reactants [CH3:1][O:2][C:3](=[O:25])[CH2:4][CH2:5][C:6]1[CH:11]=[CH:10][C:9](B2OC(C)(C)C(C)(C)O2)=[CH:8][C:7]=1[C:21]([F:24])([F:23])[F:22].[C:26]1(=[O:31])[CH2:30][CH2:29][CH:28]=[CH:27]1.[Li+].[OH-].O, predict the reaction product. The product is: [CH3:1][O:2][C:3](=[O:25])[CH2:4][CH2:5][C:6]1[CH:11]=[CH:10][C:9]([CH:28]2[CH2:29][CH2:30][C:26](=[O:31])[CH2:27]2)=[CH:8][C:7]=1[C:21]([F:22])([F:23])[F:24]. (4) Given the reactants [CH3:1][O:2][C:3]([C:5]1[S:6][C:7]([C:26]2[CH:31]=[CH:30][CH:29]=[CH:28][CH:27]=2)=[CH:8][C:9]=1[N:10]([C:17]([C@H:19]1[CH2:24][CH2:23][C@H:22]([CH3:25])[CH2:21][CH2:20]1)=[O:18])[CH:11]1[CH2:16][CH2:15][S:14][CH2:13][CH2:12]1)=[O:4].C(OO)(=O)C1C(=CC=CC=1)C(O)=[O:36].[Mg], predict the reaction product. The product is: [CH3:1][O:2][C:3]([C:5]1[S:6][C:7]([C:26]2[CH:27]=[CH:28][CH:29]=[CH:30][CH:31]=2)=[CH:8][C:9]=1[N:10]([C:17]([C@H:19]1[CH2:20][CH2:21][C@H:22]([CH3:25])[CH2:23][CH2:24]1)=[O:18])[CH:11]1[CH2:16][CH2:15][S:14](=[O:36])[CH2:13][CH2:12]1)=[O:4]. (5) Given the reactants [NH2:1][C:2]1[N:7]=[CH:6][N:5]=[C:4]([NH:8][C@H:9]([C:11]2[N:16]([C:17]3[CH:22]=[CH:21][CH:20]=[CH:19][CH:18]=3)[C:15](=[O:23])[C:14]3=[C:24]([CH3:27])[CH:25]=[CH:26][N:13]3[N:12]=2)[CH3:10])[C:3]=1I.[NH:29]1[C:37]2[C:32](=[CH:33][CH:34]=[C:35](B(O)O)[CH:36]=2)[CH:31]=[CH:30]1.C(=O)([O-])[O-].[Na+].[Na+], predict the reaction product. The product is: [NH2:1][C:2]1[N:7]=[CH:6][N:5]=[C:4]([NH:8][C@H:9]([C:11]2[N:16]([C:17]3[CH:22]=[CH:21][CH:20]=[CH:19][CH:18]=3)[C:15](=[O:23])[C:14]3=[C:24]([CH3:27])[CH:25]=[CH:26][N:13]3[N:12]=2)[CH3:10])[C:3]=1[C:35]1[CH:36]=[C:37]2[C:32]([CH:31]=[CH:30][NH:29]2)=[CH:33][CH:34]=1. (6) Given the reactants C(OC(=O)[NH:7][C:8]1[CH:13]=[C:12]([N:14]([CH:16]2[CH2:18][CH2:17]2)[CH3:15])[C:11]([Cl:19])=[CH:10][C:9]=1[NH2:20])(C)(C)C.C(O[C:27](=[O:39])[CH2:28][C:29]([C:31]1[CH:36]=[CH:35][N:34]=[C:33]([C:37]#[N:38])[CH:32]=1)=O)(C)(C)C.C(O)(C(F)(F)F)=O, predict the reaction product. The product is: [Cl:19][C:11]1[C:12]([N:14]([CH:16]2[CH2:17][CH2:18]2)[CH3:15])=[CH:13][C:8]2[N:7]=[C:29]([C:31]3[CH:36]=[CH:35][N:34]=[C:33]([C:37]#[N:38])[CH:32]=3)[CH2:28][C:27](=[O:39])[NH:20][C:9]=2[CH:10]=1.